This data is from Full USPTO retrosynthesis dataset with 1.9M reactions from patents (1976-2016). The task is: Predict the reactants needed to synthesize the given product. (1) Given the product [CH2:1]([O:8][C:9](=[O:27])[C@@H:10]([C:23]([CH3:24])([CH3:26])[CH3:25])[N:11]([CH2:35][CH2:36][CH:37]([CH3:39])[CH3:38])[S:12]([C:15]1[CH:20]=[CH:19][CH:18]=[C:17]([O:21][CH3:22])[CH:16]=1)(=[O:14])=[O:13])[C:2]1[CH:3]=[CH:4][CH:5]=[CH:6][CH:7]=1, predict the reactants needed to synthesize it. The reactants are: [CH2:1]([O:8][C:9](=[O:27])[C@@H:10]([C:23]([CH3:26])([CH3:25])[CH3:24])[NH:11][S:12]([C:15]1[CH:20]=[CH:19][CH:18]=[C:17]([O:21][CH3:22])[CH:16]=1)(=[O:14])=[O:13])[C:2]1[CH:7]=[CH:6][CH:5]=[CH:4][CH:3]=1.C([O-])([O-])=O.[K+].[K+].I[CH2:35][CH2:36][CH:37]([CH3:39])[CH3:38].Cl. (2) Given the product [CH3:1][O:2][C:3]1[CH:4]=[C:5]2[C:10](=[CH:11][CH:12]=1)[CH:9]=[C:8]([C:13]1[O:14][C:15]3[CH:27]=[CH:26][CH:25]=[CH:24][C:16]=3[C:17]=1[CH2:18][CH2:19][CH2:20][CH2:21][CH3:22])[CH:7]=[CH:6]2, predict the reactants needed to synthesize it. The reactants are: [CH3:1][O:2][C:3]1[CH:4]=[C:5]2[C:10](=[CH:11][CH:12]=1)[CH:9]=[C:8]([C:13]1[O:14][C:15]3[CH:27]=[CH:26][CH:25]=[CH:24][C:16]=3[C:17]=1[CH:18](O)[CH2:19][CH2:20][CH2:21][CH3:22])[CH:7]=[CH:6]2.C([SiH](CC)CC)C.FC(F)(F)C(O)=O. (3) Given the product [CH2:30]1[CH2:29][O:28][C:25]2[CH:26]=[CH:27][C:22]([NH:21][C:16]3[N:15]=[C:14]([NH:13][C:10]4[CH:11]=[CH:12][C:7]([C:6]([CH3:32])([CH3:33])[CH2:4][OH:3])=[CH:8][CH:9]=4)[C:19]([F:20])=[CH:18][N:17]=3)=[CH:23][C:24]=2[O:31]1, predict the reactants needed to synthesize it. The reactants are: C([O:3][C:4]([C:6]([CH3:33])([CH3:32])[C:7]1[CH:12]=[CH:11][C:10]([NH:13][C:14]2[C:19]([F:20])=[CH:18][N:17]=[C:16]([NH:21][C:22]3[CH:27]=[CH:26][C:25]4[O:28][CH2:29][CH2:30][O:31][C:24]=4[CH:23]=3)[N:15]=2)=[CH:9][CH:8]=1)=O)C.CC(C[AlH]CC(C)C)C. (4) Given the product [NH:24]1[C:32]2=[N:31][CH:30]=[CH:29][CH:28]=[C:27]2[C:26]([CH:33]=[C:14]2[O:13][C:12]([NH:11][C:8]3[CH:9]=[CH:10][C:5]([CH2:4][N:2]([CH3:1])[CH3:3])=[CH:6][C:7]=3[CH3:23])=[C:16]([C:17]([O:19][CH2:20][CH3:21])=[O:18])[C:15]2=[O:22])=[CH:25]1, predict the reactants needed to synthesize it. The reactants are: [CH3:1][N:2]([CH2:4][C:5]1[CH:10]=[CH:9][C:8]([NH:11][C:12]2[O:13][CH2:14][C:15](=[O:22])[C:16]=2[C:17]([O:19][CH2:20][CH3:21])=[O:18])=[C:7]([CH3:23])[CH:6]=1)[CH3:3].[NH:24]1[C:32]2[C:27](=[CH:28][CH:29]=[CH:30][N:31]=2)[C:26]([CH:33]=O)=[CH:25]1.N1CCCCC1. (5) Given the product [F:16][C:17]([F:22])([F:21])[C:18]([OH:20])=[O:19].[CH3:14][N:11]1[CH2:12][CH2:13][NH:8][CH2:9][C:10]1=[O:15], predict the reactants needed to synthesize it. The reactants are: C(OC([N:8]1[CH2:13][CH2:12][N:11]([CH3:14])[C:10](=[O:15])[CH2:9]1)=O)(C)(C)C.[F:16][C:17]([F:22])([F:21])[C:18]([OH:20])=[O:19]. (6) Given the product [Cl:1][C:2]1[C:3]([O:44][CH3:45])=[CH:4][CH:5]=[C:6]2[C:11]=1[N:10]=[C:9]([C:12]1[S:13][CH:14]=[C:15]([CH:17]([CH3:19])[CH3:18])[N:16]=1)[CH:8]=[C:7]2[O:20][CH:21]1[CH2:38][CH:37]2[N:23]([C:24](=[O:43])[CH2:25][CH2:26][CH2:27][CH2:28][CH2:29][CH:30]=[CH:31][CH:32]3[C:34]([C:40]([NH:53][S:50]([C:47]4([CH3:46])[CH2:49][CH2:48]4)(=[O:52])=[O:51])=[O:41])([NH:35][C:36]2=[O:39])[CH2:33]3)[CH2:22]1, predict the reactants needed to synthesize it. The reactants are: [Cl:1][C:2]1[C:3]([O:44][CH3:45])=[CH:4][CH:5]=[C:6]2[C:11]=1[N:10]=[C:9]([C:12]1[S:13][CH:14]=[C:15]([CH:17]([CH3:19])[CH3:18])[N:16]=1)[CH:8]=[C:7]2[O:20][CH:21]1[CH2:38][CH:37]2[N:23]([C:24](=[O:43])[CH2:25][CH2:26][CH2:27][CH2:28][CH2:29][CH:30]=[CH:31][CH:32]3[C:34]([C:40](O)=[O:41])([NH:35][C:36]2=[O:39])[CH2:33]3)[CH2:22]1.[CH3:46][C:47]1([S:50]([NH2:53])(=[O:52])=[O:51])[CH2:49][CH2:48]1.C(C1N=C(C2C=C(OC3CC4N(C(=O)CCCCCCC=CC5C(C(NS(C6CC6)(=O)=O)=O)(NC4=O)C5)C3)C3C(=CC(OC)=CC=3)N=2)SC=1)(C)C. (7) Given the product [C:19]([N:31]1[CH2:43][C:42]2[NH:41][C:40]3[CH:39]=[CH:38][CH:37]=[C:36]4[C:44](=[O:47])[NH:45][N:46]=[C:33]([C:34]=2[C:35]=34)[CH2:32]1)(=[O:24])[C:20]([CH3:23])([CH3:22])[CH3:21], predict the reactants needed to synthesize it. The reactants are: O=C1C2C3C(C(OC)=O)=CC=CC=3NC=2CNC1.[C:19](Cl)(=[O:24])[C:20]([CH3:23])([CH3:22])[CH3:21].C1(C([N:31]2[CH2:43][C:42]3[NH:41][C:40]4[CH:39]=[CH:38][CH:37]=[C:36]5[C:44](=[O:47])[NH:45][N:46]=[C:33]([C:34]=3[C:35]=45)[CH2:32]2)=O)CC1. (8) Given the product [Cl:2][C:3]1[C:4]([OH:30])=[CH:5][C:6]([OH:26])=[C:7]([CH:25]=1)[C:8]([N:10]1[CH2:18][C:17]2[C:12](=[CH:13][CH:14]=[CH:15][CH:16]=2)[CH:11]1[C:19]([NH:21][CH:22]1[CH2:23][CH2:24]1)=[O:20])=[O:9], predict the reactants needed to synthesize it. The reactants are: Cl.[Cl:2][C:3]1[C:4]([O:30]COC)=[CH:5][C:6]([O:26]COC)=[C:7]([CH:25]=1)[C:8]([N:10]1[CH2:18][C:17]2[C:12](=[CH:13][CH:14]=[CH:15][CH:16]=2)[CH:11]1[C:19]([NH:21][CH:22]1[CH2:24][CH2:23]1)=[O:20])=[O:9].C([O-])(O)=O.[Na+].C(Cl)Cl.